From a dataset of Peptide-MHC class I binding affinity with 185,985 pairs from IEDB/IMGT. Regression. Given a peptide amino acid sequence and an MHC pseudo amino acid sequence, predict their binding affinity value. This is MHC class I binding data. The peptide sequence is KVRGRLLAL. The MHC is HLA-A69:01 with pseudo-sequence HLA-A69:01. The binding affinity (normalized) is 0.0847.